From a dataset of Forward reaction prediction with 1.9M reactions from USPTO patents (1976-2016). Predict the product of the given reaction. (1) Given the reactants [C:1]1([S:7][CH2:8][C@H:9]([NH:14][C:15]2[CH:20]=[CH:19][C:18]([S:21](=[O:24])(=[O:23])[NH2:22])=[CH:17][C:16]=2[S:25]([C:28]([F:31])([F:30])[F:29])(=[O:27])=[O:26])[CH2:10][C:11](O)=[O:12])[CH:6]=[CH:5][CH:4]=[CH:3][CH:2]=1.Cl.[Si:33]([O:50][CH2:51][C@@H:52]1[CH2:57][O:56][CH2:55][CH2:54][NH:53]1)([C:46]([CH3:49])([CH3:48])[CH3:47])([C:40]1[CH:45]=[CH:44][CH:43]=[CH:42][CH:41]=1)[C:34]1[CH:39]=[CH:38][CH:37]=[CH:36][CH:35]=1.CCN(C(C)C)C(C)C.CN(C(ON1N=NC2C=CC=NC1=2)=[N+](C)C)C.F[P-](F)(F)(F)(F)F, predict the reaction product. The product is: [Si:33]([O:50][CH2:51][C@H:52]1[N:53]([C:11](=[O:12])[CH2:10][C@@H:9]([NH:14][C:15]2[CH:20]=[CH:19][C:18]([S:21]([NH2:22])(=[O:24])=[O:23])=[CH:17][C:16]=2[S:25]([C:28]([F:30])([F:31])[F:29])(=[O:27])=[O:26])[CH2:8][S:7][C:1]2[CH:6]=[CH:5][CH:4]=[CH:3][CH:2]=2)[CH2:54][CH2:55][O:56][CH2:57]1)([C:46]([CH3:47])([CH3:48])[CH3:49])([C:34]1[CH:35]=[CH:36][CH:37]=[CH:38][CH:39]=1)[C:40]1[CH:45]=[CH:44][CH:43]=[CH:42][CH:41]=1. (2) Given the reactants [F:1][C:2]1[CH:7]=[C:6]([O:8][CH3:9])[CH:5]=[CH:4][C:3]=1[CH2:10][CH2:11][N:12]1[C:21](=[O:22])[C:20]2[C:15](=[CH:16][C:17]([NH:23][C:24]([NH:26][C@H:27]3[CH2:32][C@H:31]4[CH2:33][C@H:29]([C:30]4([CH3:35])[CH3:34])[C@@H:28]3[CH3:36])=S)=[CH:18][CH:19]=2)[N:14]=[CH:13]1.N=C=N, predict the reaction product. The product is: [F:1][C:2]1[CH:7]=[C:6]([O:8][CH3:9])[CH:5]=[CH:4][C:3]=1[CH2:10][CH2:11][N:12]1[C:21](=[O:22])[C:20]2[C:15](=[CH:16][C:17]([N:23]=[C:24]=[N:26][C@H:27]3[CH2:32][C@H:31]4[CH2:33][C@H:29]([C:30]4([CH3:35])[CH3:34])[C@@H:28]3[CH3:36])=[CH:18][CH:19]=2)[N:14]=[CH:13]1. (3) Given the reactants Br[C:2]1[C:3]([S:8]([CH:11]2[CH2:15][CH2:14][N:13]([C:16]([O:18][C:19]([CH3:22])([CH3:21])[CH3:20])=[O:17])[CH2:12]2)(=[O:10])=[O:9])=[N:4][CH:5]=[CH:6][CH:7]=1.[F:23][C:24]1[CH:29]=[C:28](B2OC(C)(C)C(C)(C)O2)[CH:27]=[CH:26][C:25]=1[C:39]1[N:40]=[CH:41][C:42]([NH2:45])=[N:43][CH:44]=1.C(Cl)Cl.C([O-])([O-])=O.[Na+].[Na+], predict the reaction product. The product is: [NH2:45][C:42]1[N:43]=[CH:44][C:39]([C:25]2[CH:26]=[CH:27][C:28]([C:2]3[C:3]([S:8]([CH:11]4[CH2:15][CH2:14][N:13]([C:16]([O:18][C:19]([CH3:22])([CH3:21])[CH3:20])=[O:17])[CH2:12]4)(=[O:10])=[O:9])=[N:4][CH:5]=[CH:6][CH:7]=3)=[CH:29][C:24]=2[F:23])=[N:40][CH:41]=1. (4) Given the reactants N[C:2]1[S:3][C:4]([C:13]([O:15][CH2:16][CH3:17])=[O:14])=[C:5]([C:7]2[CH:12]=[CH:11][CH:10]=[CH:9][CH:8]=2)[N:6]=1.C(I)[I:19], predict the reaction product. The product is: [I:19][C:2]1[S:3][C:4]([C:13]([O:15][CH2:16][CH3:17])=[O:14])=[C:5]([C:7]2[CH:12]=[CH:11][CH:10]=[CH:9][CH:8]=2)[N:6]=1.